Task: Predict the reactants needed to synthesize the given product.. Dataset: Retrosynthesis with 50K atom-mapped reactions and 10 reaction types from USPTO (1) Given the product CN1C(=O)CCC(C)(C)c2cc(Nc3ncc(Cl)c(N[C@@H]4CCCC[C@H]4N(C)S(C)(=O)=O)n3)ccc21, predict the reactants needed to synthesize it. The reactants are: CN([C@@H]1CCCC[C@H]1Nc1nc(Cl)ncc1Cl)S(C)(=O)=O.CN1C(=O)CCC(C)(C)c2cc(N)ccc21. (2) Given the product Cc1cc2c(NCc3ccccc3)nc(-c3cnccn3)nc2s1, predict the reactants needed to synthesize it. The reactants are: Cc1cc2c(Cl)nc(-c3cnccn3)nc2s1.NCc1ccccc1. (3) Given the product O=Cc1csc(NC(c2ccccc2)(c2ccccc2)c2ccccc2)n1, predict the reactants needed to synthesize it. The reactants are: OCc1csc(NC(c2ccccc2)(c2ccccc2)c2ccccc2)n1. (4) Given the product CC(C)CCC[C@@H](C)[C@H]1CC[C@H]2[C@@H]3CC=C4C[C@@H](OCCCCCCN)CC[C@]4(C)[C@H]3CC[C@@]21C, predict the reactants needed to synthesize it. The reactants are: CC(C)CCC[C@@H](C)[C@H]1CC[C@H]2[C@@H]3CC=C4C[C@@H](OCCCCCCN5C(=O)c6ccccc6C5=O)CC[C@]4(C)[C@H]3CC[C@@]21C.